Dataset: Full USPTO retrosynthesis dataset with 1.9M reactions from patents (1976-2016). Task: Predict the reactants needed to synthesize the given product. (1) Given the product [CH2:26]([N:17]1[C:16]2[CH:15]=[CH:14][C:13]([NH:12][C:7](=[O:9])[C:6]3[CH:10]=[C:2]([Cl:1])[CH:3]=[CH:4][C:5]=3[OH:11])=[CH:25][C:24]=2[C:23]2[C:18]1=[CH:19][CH:20]=[CH:21][CH:22]=2)[CH3:27], predict the reactants needed to synthesize it. The reactants are: [Cl:1][C:2]1[CH:10]=[C:6]([C:7]([OH:9])=O)[C:5]([OH:11])=[CH:4][CH:3]=1.[NH2:12][C:13]1[CH:14]=[CH:15][C:16]2[N:17]([CH2:26][CH3:27])[C:18]3[C:23]([C:24]=2[CH:25]=1)=[CH:22][CH:21]=[CH:20][CH:19]=3. (2) The reactants are: I[C:2]1[CH:7]=[CH:6][C:5]2[C:8]3[CH2:13][CH2:12][NH:11][C:10]([CH2:15][N:16]4[C:24](=[O:25])[C:23]5[C:18](=[CH:19][CH:20]=[CH:21][CH:22]=5)[C:17]4=[O:26])([CH3:14])[C:9]=3[O:27][C:4]=2[CH:3]=1.CC(C)([O-])C.[Na+].C(O)CO.CN(C)C=O.[F:43][C:44]1[CH:45]=[C:46]([SH:50])[CH:47]=[CH:48][CH:49]=1. Given the product [F:43][C:44]1[CH:45]=[C:46]([S:50][C:2]2[CH:7]=[CH:6][C:5]3[C:8]4[CH2:13][CH2:12][NH:11][C:10]([CH2:15][N:16]5[C:24](=[O:25])[C:23]6[C:18](=[CH:19][CH:20]=[CH:21][CH:22]=6)[C:17]5=[O:26])([CH3:14])[C:9]=4[O:27][C:4]=3[CH:3]=2)[CH:47]=[CH:48][CH:49]=1, predict the reactants needed to synthesize it. (3) Given the product [C:1]([O:5][C:6](=[O:31])[NH:7][CH2:8][C:9]1[CH:14]=[CH:13][C:12]([C:15]2[N:19]3[CH:20]=[CH:21][C:22]([C:24]4[CH:25]=[N:26][C:27]([N:36]5[CH2:37][CH2:38][N:33]([CH3:32])[CH2:34][CH2:35]5)=[CH:28][CH:29]=4)=[CH:23][C:18]3=[N:17][CH:16]=2)=[CH:11][CH:10]=1)([CH3:4])([CH3:3])[CH3:2], predict the reactants needed to synthesize it. The reactants are: [C:1]([O:5][C:6](=[O:31])[NH:7][CH2:8][C:9]1[CH:14]=[CH:13][C:12]([C:15]2[N:19]3[CH:20]=[CH:21][C:22]([C:24]4[CH:25]=[N:26][C:27](F)=[CH:28][CH:29]=4)=[CH:23][C:18]3=[N:17][CH:16]=2)=[CH:11][CH:10]=1)([CH3:4])([CH3:3])[CH3:2].[CH3:32][N:33]1[CH2:38][CH2:37][NH:36][CH2:35][CH2:34]1.C([O-])([O-])=O.[K+].[K+]. (4) Given the product [C:27]([OH:34])(=[O:33])/[CH:28]=[CH:29]/[C:30]([OH:32])=[O:31].[CH3:20][O:19][C:4]1[C:3]([CH2:1][NH:24][CH3:23])=[CH:18][CH:17]=[CH:16][C:5]=1[O:6][C:7]1[N:14]=[C:13]([CH3:15])[CH:12]=[CH:11][C:8]=1[C:9]#[N:10], predict the reactants needed to synthesize it. The reactants are: [CH:1]([C:3]1[C:4]([O:19][CH3:20])=[C:5]([CH:16]=[CH:17][CH:18]=1)[O:6][C:7]1[N:14]=[C:13]([CH3:15])[CH:12]=[CH:11][C:8]=1[C:9]#[N:10])=O.CN.[C:23]([BH3-])#[N:24].[Na+].[C:27]([OH:34])(=[O:33])/[CH:28]=[CH:29]/[C:30]([OH:32])=[O:31]. (5) Given the product [Br:36][C:37]1[C:42]([Cl:43])=[CH:41][C:40]([S:44]([N:47]2[CH2:52][CH2:51][CH:50]([CH2:53][O:54][C:55]3[C:63]([CH:64]4[CH2:66][CH2:65]4)=[CH:62][C:58]([C:59]([NH:80][S:77]([CH:74]4[CH2:76][CH2:75]4)(=[O:79])=[O:78])=[O:61])=[C:57]([F:67])[CH:56]=3)[CH2:49][CH2:48]2)(=[O:45])=[O:46])=[C:39]([F:68])[CH:38]=1, predict the reactants needed to synthesize it. The reactants are: ClC1C(F)=C(C=C(C(F)(F)F)C=1)CN1CCC(COC2C(C3CC3)=CC(C(O)=O)=C(F)C=2)(F)CC1.[Br:36][C:37]1[C:42]([Cl:43])=[CH:41][C:40]([S:44]([N:47]2[CH2:52][CH2:51][CH:50]([CH2:53][O:54][C:55]3[C:63]([CH:64]4[CH2:66][CH2:65]4)=[CH:62][C:58]([C:59]([OH:61])=O)=[C:57]([F:67])[CH:56]=3)[CH2:49][CH2:48]2)(=[O:46])=[O:45])=[C:39]([F:68])[CH:38]=1.CS(N)(=O)=O.[CH:74]1([S:77]([NH2:80])(=[O:79])=[O:78])[CH2:76][CH2:75]1. (6) Given the product [Br:37][C:38]1[C:46]2[O:45][C:44]([C:47]3[CH:48]=[CH:16][C:15]4[C:10](=[CH:11][CH:12]=[C:13]([C:18]5[N:22]([CH:23]6[CH2:24][CH2:25][CH2:26][CH2:27][CH2:28]6)[C:21]6[CH:29]=[CH:30][C:31]([C:33]([OH:35])=[O:34])=[CH:32][C:20]=6[N:19]=5)[CH:14]=4)[N:9]=3)=[CH:43][C:42]=2[CH:41]=[C:40]([O:50][CH3:51])[CH:39]=1, predict the reactants needed to synthesize it. The reactants are: BrC1C=CC(O)=C(C2C=[CH:16][C:15]3[C:10](=[CH:11][CH:12]=[C:13]([C:18]4[N:22]([CH:23]5[CH2:28][CH2:27][CH2:26][CH2:25][CH2:24]5)[C:21]5[CH:29]=[CH:30][C:31]([C:33]([OH:35])=[O:34])=[CH:32][C:20]=5[N:19]=4)[CH:14]=3)[N:9]=2)C=1.[Br:37][C:38]1[C:46]2[O:45][C:44]([C:47](=O)[CH3:48])=[CH:43][C:42]=2[CH:41]=[C:40]([O:50][CH3:51])[CH:39]=1.[OH-].[K+]. (7) Given the product [Cl:1][C:2]1[C:7]([F:8])=[CH:6][C:5]([C:9]2[N:10]=[C:11]([N:20]3[CH2:25][CH2:24][CH:23]([NH:29][CH2:30][CH2:31][CH2:32][C:33]([O:35][CH2:36][CH3:37])=[O:34])[CH2:22][CH2:21]3)[C:12]3[CH2:17][S:16](=[O:19])(=[O:18])[CH2:15][C:13]=3[N:14]=2)=[C:4]([F:27])[CH:3]=1, predict the reactants needed to synthesize it. The reactants are: [Cl:1][C:2]1[C:7]([F:8])=[CH:6][C:5]([C:9]2[N:10]=[C:11]([N:20]3[CH2:25][CH2:24][C:23](=O)[CH2:22][CH2:21]3)[C:12]3[CH2:17][S:16](=[O:19])(=[O:18])[CH2:15][C:13]=3[N:14]=2)=[C:4]([F:27])[CH:3]=1.Cl.[NH2:29][CH2:30][CH2:31][CH2:32][C:33]([O:35][CH2:36][CH3:37])=[O:34].ClC(Cl)C.C(O[BH-](OC(=O)C)OC(=O)C)(=O)C.[Na+].C(=O)(O)[O-].[Na+].